From a dataset of Forward reaction prediction with 1.9M reactions from USPTO patents (1976-2016). Predict the product of the given reaction. (1) Given the reactants [C:1]1([SH:7])[CH:6]=[CH:5][CH:4]=[CH:3][CH:2]=1.[CH2:8]([O:15][C:16]([NH:18][C@@H:19]([CH2:25]O)[CH2:20][C:21]([O:23][CH3:24])=[O:22])=[O:17])[C:9]1[CH:14]=[CH:13][CH:12]=[CH:11][CH:10]=1.C(P(CCCC)CCCC)CCC.N(/C(N1CCCCC1)=O)=N\C(N1CCCCC1)=O, predict the reaction product. The product is: [CH2:8]([O:15][C:16]([NH:18][C@@H:19]([CH2:25][S:7][C:1]1[CH:6]=[CH:5][CH:4]=[CH:3][CH:2]=1)[CH2:20][C:21]([O:23][CH3:24])=[O:22])=[O:17])[C:9]1[CH:10]=[CH:11][CH:12]=[CH:13][CH:14]=1. (2) Given the reactants [F:1][C:2]1[C:7]([O:8][CH3:9])=[CH:6][C:5]([O:10][CH3:11])=[CH:4][C:3]=1[N:12]1[CH2:17][C:16]2[CH:18]=[N:19][C:20]3[N:24]([S:25]([C:28]4[CH:33]=[CH:32][CH:31]=[CH:30][CH:29]=4)(=[O:27])=[O:26])[CH:23]=[CH:22][C:21]=3[C:15]=2[N:14]([CH3:34])[C:13]1=[O:35].S(Cl)([Cl:39])(=O)=O, predict the reaction product. The product is: [Cl:39][C:4]1[C:5]([O:10][CH3:11])=[CH:6][C:7]([O:8][CH3:9])=[C:2]([F:1])[C:3]=1[N:12]1[CH2:17][C:16]2[CH:18]=[N:19][C:20]3[N:24]([S:25]([C:28]4[CH:29]=[CH:30][CH:31]=[CH:32][CH:33]=4)(=[O:27])=[O:26])[CH:23]=[CH:22][C:21]=3[C:15]=2[N:14]([CH3:34])[C:13]1=[O:35]. (3) Given the reactants [F:1][C:2]([F:13])([F:12])[C:3]1[CH:8]=[CH:7][C:6](B(O)O)=[CH:5][CH:4]=1.[NH2:14][C:15]1[CH:22]=[CH:21][C:20](Br)=[CH:19][C:16]=1[C:17]#[N:18].C(=O)([O-])[O-].[Na+].[Na+], predict the reaction product. The product is: [NH2:14][C:15]1[CH:22]=[CH:21][C:20]([C:6]2[CH:7]=[CH:8][C:3]([C:2]([F:13])([F:12])[F:1])=[CH:4][CH:5]=2)=[CH:19][C:16]=1[C:17]#[N:18].